From a dataset of Reaction yield outcomes from USPTO patents with 853,638 reactions. Predict the reaction yield, written as a fraction of the theoretical maximum amount of product (1.0 means a 100% yield; for example, 0.34 means a 34% yield). (1) The yield is 0.950. The catalyst is C(#N)C. The product is [CH3:19][C:20]([CH3:24])=[CH:21][CH2:22][O:1][C:2]1[CH:3]=[CH:4][C:5]([C:6]([O:8][CH2:9][CH3:10])=[O:7])=[CH:11][CH:12]=1. The reactants are [OH:1][C:2]1[CH:12]=[CH:11][C:5]([C:6]([O:8][CH2:9][CH3:10])=[O:7])=[CH:4][CH:3]=1.C(=O)([O-])[O-].[K+].[K+].[CH3:19][C:20]([CH3:24])=[CH:21][CH2:22]Cl. (2) The reactants are [F:1][C:2]([F:6])([F:5])[CH2:3][OH:4].CC(C)([O-])C.[Na+].Br[C:14]1[CH:15]=[CH:16][C:17]([O:23][CH2:24][C:25]([F:28])([F:27])[F:26])=[C:18]([CH:22]=1)[C:19]([OH:21])=[O:20].Cl. The catalyst is O.CN(C=O)C. The product is [F:26][C:25]([F:28])([F:27])[CH2:24][O:23][C:17]1[CH:16]=[CH:15][C:14]([O:4][CH2:3][C:2]([F:6])([F:5])[F:1])=[CH:22][C:18]=1[C:19]([OH:21])=[O:20]. The yield is 0.753. (3) The reactants are Br[C:2]1[CH:3]=[C:4]([CH:8]=[C:9]([CH:11]=[O:12])[CH:10]=1)[C:5]([OH:7])=[O:6].B(O)(O)[C:14]1[CH:15]=[CH:16][C:17]([CH3:20])=[CH:18][CH:19]=1.C1(C)C=CC=CC=1.C(=O)([O-])[O-].[Cs+].[Cs+]. The product is [CH:11]([C:9]1[CH:8]=[C:4]([C:5]([OH:7])=[O:6])[CH:3]=[C:2]([C:14]2[CH:19]=[CH:18][C:17]([CH3:20])=[CH:16][CH:15]=2)[CH:10]=1)=[O:12]. The catalyst is C1C=CC([P]([Pd]([P](C2C=CC=CC=2)(C2C=CC=CC=2)C2C=CC=CC=2)([P](C2C=CC=CC=2)(C2C=CC=CC=2)C2C=CC=CC=2)[P](C2C=CC=CC=2)(C2C=CC=CC=2)C2C=CC=CC=2)(C2C=CC=CC=2)C2C=CC=CC=2)=CC=1.O. The yield is 0.510. (4) The reactants are [I:1][C:2]1[C:3](O)=[N:4][CH:5]=[C:6]([N+:8]([O-:10])=[O:9])[CH:7]=1.O=P(Cl)(Cl)[Cl:14].P(Cl)(Cl)(Cl)(Cl)Cl. The product is [Cl:14][C:3]1[C:2]([I:1])=[CH:7][C:6]([N+:8]([O-:10])=[O:9])=[CH:5][N:4]=1. The yield is 0.690. The catalyst is O.